This data is from Peptide-MHC class II binding affinity with 134,281 pairs from IEDB. The task is: Regression. Given a peptide amino acid sequence and an MHC pseudo amino acid sequence, predict their binding affinity value. This is MHC class II binding data. The peptide sequence is LPQILAECARRRLRT. The MHC is DRB4_0103 with pseudo-sequence DRB4_0103. The binding affinity (normalized) is 0.898.